From a dataset of Reaction yield outcomes from USPTO patents with 853,638 reactions. Predict the reaction yield, written as a fraction of the theoretical maximum amount of product (1.0 means a 100% yield; for example, 0.34 means a 34% yield). (1) The reactants are [N+:1]([C:4]1[CH:5]=[C:6]([C:10](=[O:12])[CH3:11])[CH:7]=[CH:8][CH:9]=1)([O-:3])=[O:2].S(Cl)([Cl:16])(=O)=O.O.C(OCC)(=O)C. The catalyst is O1CCCC1. The product is [Cl:16][CH2:11][C:10]([C:6]1[CH:7]=[CH:8][CH:9]=[C:4]([N+:1]([O-:3])=[O:2])[CH:5]=1)=[O:12]. The yield is 0.583. (2) The reactants are [C:1]([C:5]1[O:9][N:8]=[C:7]([NH:10][C:11]([NH:13][C:14]2[CH:19]=[CH:18][CH:17]=[C:16]([SH:20])[CH:15]=2)=[O:12])[CH:6]=1)([CH3:4])([CH3:3])[CH3:2].[C:21](=[O:24])([O-])[O-].[Cs+].[Cs+].C(C1ON=[C:33]([NH:36][C:37]([NH:39][C:40]2[CH:45]=[CH:44][C:43](Cl)=[C:42](O)[CH:41]=2)=O)C=1)(C)(C)C.C1C[O:51][CH2:50][CH2:49]1. No catalyst specified. The product is [C:1]([C:5]1[O:9][N:8]=[C:7]([NH:10][C:11]([NH:13][C:14]2[CH:19]=[CH:18][CH:17]=[C:16]([S:20][C:33]3[C:41]4[C:40](=[CH:45][C:44]([O:24][CH3:21])=[C:43]([O:51][CH2:50][CH3:49])[CH:42]=4)[N:39]=[CH:37][N:36]=3)[CH:15]=2)=[O:12])[CH:6]=1)([CH3:4])([CH3:2])[CH3:3]. The yield is 0.665. (3) The catalyst is CC1C=C(C)C=C(C)N=1.C(Cl)Cl.O. The reactants are [O:1]([C:14]1[CH:19]=[C:18]([CH2:20][OH:21])[CH:17]=[CH:16][C:15]=1[CH2:22][C:23]1[CH:28]=[CH:27][C:26]([O:29][CH3:30])=[CH:25][CH:24]=1)[C@@H:2]1[O:10][C@H:9]([C@@H:11]([CH3:13])[OH:12])[C@@H:7]([OH:8])[C@H:5]([OH:6])[C@H:3]1[OH:4].[C:31](Cl)(=[O:33])[CH3:32].CO.C(OCC)(=O)C. The yield is 0.552. The product is [O:1]([C:14]1[CH:19]=[C:18]([CH2:20][O:21][C:31](=[O:33])[CH3:32])[CH:17]=[CH:16][C:15]=1[CH2:22][C:23]1[CH:24]=[CH:25][C:26]([O:29][CH3:30])=[CH:27][CH:28]=1)[C@@H:2]1[O:10][C@H:9]([C@@H:11]([CH3:13])[OH:12])[C@@H:7]([OH:8])[C@H:5]([OH:6])[C@H:3]1[OH:4]. (4) The reactants are [OH:1][S:2]([OH:5])(=[O:4])=[O:3].[CH2:6]([NH:9][C:10]1[N:15]=[C:14]([NH:16][CH2:17][CH2:18][CH3:19])[N:13]=[C:12](O)[N:11]=1)[CH2:7][CH3:8]. The catalyst is O1CCOCC1. The product is [S:2]([O:5][C:12]1[N:13]=[C:14]([NH:16][CH2:17][CH2:18][CH3:19])[N:15]=[C:10]([NH:9][CH2:6][CH2:7][CH3:8])[N:11]=1)([OH:1])(=[O:4])=[O:3]. The yield is 1.00. (5) The reactants are [Cl:1][C:2]1[CH:3]=[CH:4][C:5]([NH:8][C@H:9]2[C@@H:14]3[CH2:15][C@@H:11]([CH2:12][N:13]3C(OC(C)(C)C)=O)[CH2:10]2)=[N:6][CH:7]=1.Cl. The catalyst is CCOC(C)=O.O1CCOCC1. The product is [Cl:1][C:2]1[CH:3]=[CH:4][C:5]([NH:8][C@H:9]2[C@@H:14]3[CH2:15][C@@H:11]([CH2:12][NH:13]3)[CH2:10]2)=[N:6][CH:7]=1. The yield is 0.900.